Dataset: Forward reaction prediction with 1.9M reactions from USPTO patents (1976-2016). Task: Predict the product of the given reaction. (1) Given the reactants [CH3:1][O:2][C:3](=[O:23])[C:4]1[CH:9]=[C:8]([N:10]([CH3:12])[CH3:11])[CH:7]=[CH:6][C:5]=1[C:13]1[S:14][C:15]2[CH:21]([OH:22])[CH2:20][CH2:19][CH2:18][C:16]=2[N:17]=1.N1C=CN=C1.[Si:29](Cl)([C:32]([CH3:35])([CH3:34])[CH3:33])([CH3:31])[CH3:30].O, predict the reaction product. The product is: [Si:29]([O:22][CH:21]1[C:15]2[S:14][C:13]([C:5]3[CH:6]=[CH:7][C:8]([N:10]([CH3:12])[CH3:11])=[CH:9][C:4]=3[C:3]([O:2][CH3:1])=[O:23])=[N:17][C:16]=2[CH2:18][CH2:19][CH2:20]1)([C:32]([CH3:35])([CH3:34])[CH3:33])([CH3:31])[CH3:30]. (2) Given the reactants I[C:2]1[C:10]2[C:9]([NH2:11])=[N:8][CH:7]=[N:6][C:5]=2[N:4]([C@H:12]2[CH2:15][C@@H:14]([N:16]3[CH2:21][CH2:20][S:19](=[O:22])[CH2:18][CH2:17]3)[CH2:13]2)[CH:3]=1.CC1(C)C(C)(C)OB([C:31]2[CH:36]=[CH:35][CH:34]=[C:33]([O:37][CH2:38][C@@H:39]3[CH2:43][CH2:42][CH2:41][O:40]3)[CH:32]=2)O1, predict the reaction product. The product is: [O:22]=[S:19]1[CH2:20][CH2:21][N:16]([C@@H:14]2[CH2:15][C@H:12]([N:4]3[C:5]4[N:6]=[CH:7][N:8]=[C:9]([NH2:11])[C:10]=4[C:2]([C:31]4[CH:36]=[CH:35][CH:34]=[C:33]([O:37][CH2:38][C@@H:39]5[CH2:43][CH2:42][CH2:41][O:40]5)[CH:32]=4)=[CH:3]3)[CH2:13]2)[CH2:17][CH2:18]1. (3) Given the reactants Cl[C:2]([O:4][CH2:5][C:6]1[CH:11]=[CH:10][CH:9]=[CH:8][CH:7]=1)=[O:3].[NH:12]1[CH2:16][CH2:15][CH2:14][CH:13]1[C:17]([OH:19])=[O:18], predict the reaction product. The product is: [CH2:5]([O:4][C:2]([N:12]1[CH2:16][CH2:15][CH2:14][CH:13]1[C:17]([OH:19])=[O:18])=[O:3])[C:6]1[CH:11]=[CH:10][CH:9]=[CH:8][CH:7]=1.